This data is from Catalyst prediction with 721,799 reactions and 888 catalyst types from USPTO. The task is: Predict which catalyst facilitates the given reaction. (1) The catalyst class is: 5. Product: [C:20]1([N:17]2[C:2]([CH2:9][CH2:10][C:11]3[CH:12]=[CH:13][CH:14]=[CH:15][CH:16]=3)=[C:3]([C:4]([OH:6])=[O:5])[N:19]=[N:18]2)[CH:25]=[CH:24][CH:23]=[CH:22][CH:21]=1. Reactant: O=[C:2]([CH2:9][CH2:10][C:11]1[CH:16]=[CH:15][CH:14]=[CH:13][CH:12]=1)[CH2:3][C:4]([O:6]CC)=[O:5].[N:17]([C:20]1[CH:25]=[CH:24][CH:23]=[CH:22][CH:21]=1)=[N+:18]=[N-:19].CO.C[O-].[Na+].[OH-].[Na+]. (2) Reactant: [C:1]([C:5]1[N:6]=[CH:7][C:8]2[NH:9][C:10]3[C:15]([C:16]=2[CH:17]=1)=[CH:14][CH:13]=[CH:12][CH:11]=3)(OC)=[O:2].[BH4-].[Na+].O. Product: [OH:2][CH2:1][C:5]1[N:6]=[CH:7][C:8]2[NH:9][C:10]3[C:15]([C:16]=2[CH:17]=1)=[CH:14][CH:13]=[CH:12][CH:11]=3. The catalyst class is: 1. (3) Reactant: C(O[C:4](=[O:21])[C:5](=[N:11][NH:12][C:13](=[O:20])[CH2:14][C:15]([O:17][CH2:18][CH3:19])=[O:16])[C:6]1[S:7][CH:8]=[CH:9][CH:10]=1)C.[O-]CC.[Na+].Cl. Product: [CH2:18]([O:17][C:15]([C:14]1[C:13](=[O:20])[NH:12][N:11]=[C:5]([C:6]2[S:7][CH:8]=[CH:9][CH:10]=2)[C:4]=1[OH:21])=[O:16])[CH3:19]. The catalyst class is: 8. (4) The catalyst class is: 346. Reactant: [CH2:1]([NH:8][CH2:9][CH2:10][NH2:11])[C:2]1[CH:7]=[CH:6][CH:5]=[CH:4][CH:3]=1.[C:12]([N:14]=[C:15](SC)SC)#[N:13]. Product: [CH2:1]([N:8]1[CH2:9][CH2:10][NH:11][C:15]1=[N:14][C:12]#[N:13])[C:2]1[CH:7]=[CH:6][CH:5]=[CH:4][CH:3]=1. (5) Reactant: [O:1]=[C:2]1[C:10]2[C:5](=[CH:6][CH:7]=[CH:8][CH:9]=2)[C:4](=[O:11])[N:3]1[C@H:12]1[C@@H:17]([NH:18]C(=O)OCC2C=CC=CC=2)[CH2:16][C@H:15]2[C@@H:13]1[CH2:14]2.C[Si](I)(C)C. Product: [NH2:18][C@H:17]1[CH2:16][C@H:15]2[C@H:13]([CH2:14]2)[C@H:12]1[N:3]1[C:4](=[O:11])[C:5]2[C:10](=[CH:9][CH:8]=[CH:7][CH:6]=2)[C:2]1=[O:1]. The catalyst class is: 22. (6) Reactant: [CH2:1]([O:8][C:9]([NH:11][C:12]1[CH:17]=[CH:16][C:15]([C@H:18]2[CH2:23][CH2:22][C@H:21]([CH2:24][C:25]([O:27]C)=[O:26])[CH2:20][CH2:19]2)=[CH:14][CH:13]=1)=[O:10])[C:2]1[CH:7]=[CH:6][CH:5]=[CH:4][CH:3]=1.[OH-].[Li+]. Product: [CH2:1]([O:8][C:9]([NH:11][C:12]1[CH:13]=[CH:14][C:15]([C@H:18]2[CH2:23][CH2:22][C@H:21]([CH2:24][C:25]([OH:27])=[O:26])[CH2:20][CH2:19]2)=[CH:16][CH:17]=1)=[O:10])[C:2]1[CH:7]=[CH:6][CH:5]=[CH:4][CH:3]=1. The catalyst class is: 36. (7) Reactant: [Cl:1][C:2]1[CH:3]=[C:4]([CH:21]=[CH:22][CH:23]=1)[O:5][CH2:6][CH:7]([F:20])[CH2:8][CH2:9][CH:10]1[CH:17]2[CH:13]([O:14][C:15](=[O:18])[CH2:16]2)[CH2:12][CH:11]1[OH:19].[O:24]1[CH:29]=[CH:28][CH2:27][CH2:26][CH2:25]1.O.C1(C)C=CC(S(O)(=O)=O)=CC=1.C(=O)(O)[O-].[Na+]. Product: [Cl:1][C:2]1[CH:3]=[C:4]([CH:21]=[CH:22][CH:23]=1)[O:5][CH2:6][CH:7]([F:20])[CH2:8][CH2:9][CH:10]1[CH:17]2[CH:13]([O:14][C:15](=[O:18])[CH2:16]2)[CH2:12][CH:11]1[O:19][CH:25]1[CH2:26][CH2:27][CH2:28][CH2:29][O:24]1. The catalyst class is: 624. (8) Reactant: Cl.[CH3:2][O:3][NH2:4].[OH:5][C:6]1[CH:11]=[CH:10][CH:9]=[CH:8][C:7]=1[C:12](=O)[CH2:13][N+:14]([O-:16])=[O:15]. Product: [CH3:2][O:3][N:4]=[C:12]([C:7]1[CH:8]=[CH:9][CH:10]=[CH:11][C:6]=1[OH:5])[CH2:13][N+:14]([O-:16])=[O:15]. The catalyst class is: 5.